Dataset: Full USPTO retrosynthesis dataset with 1.9M reactions from patents (1976-2016). Task: Predict the reactants needed to synthesize the given product. (1) Given the product [CH2:1]([O:8][CH2:9][CH2:10][C@H:11]([NH:29][C:30](=[O:36])[O:31][C:32]([CH3:35])([CH3:34])[CH3:33])[C:12]1[N:20]([C:21]2[CH:26]=[CH:25][CH:24]=[CH:23][CH:22]=2)[C:19](=[O:27])[C:15]2=[CH:16][CH:17]=[CH:18][N:14]2[N:13]=1)[C:2]1[CH:7]=[CH:6][CH:5]=[CH:4][CH:3]=1, predict the reactants needed to synthesize it. The reactants are: [CH2:1]([O:8][CH2:9][CH2:10][C@H:11]([NH:29][C:30](=[O:36])[O:31][C:32]([CH3:35])([CH3:34])[CH3:33])[C:12](=O)[NH:13][N:14]1[CH:18]=[CH:17][CH:16]=[C:15]1[C:19](=[O:27])[NH:20][C:21]1[CH:26]=[CH:25][CH:24]=[CH:23][CH:22]=1)[C:2]1[CH:7]=[CH:6][CH:5]=[CH:4][CH:3]=1.C1(P(C2C=CC=CC=2)C2C=CC=CC=2)C=CC=CC=1.BrBr.C(N(CC)CC)C.N. (2) The reactants are: Cl[CH2:2][C:3]1[CH:22]=[CH:21][C:6]([O:7][CH2:8][C:9]2[N:10]=[C:11]([C:15]3[CH:20]=[CH:19][CH:18]=[CH:17][CH:16]=3)[O:12][C:13]=2[CH3:14])=[CH:5][CH:4]=1.[OH:23][C:24]1[CH:29]=[CH:28][C:27]([O:30][CH2:31][O:32][CH3:33])=[CH:26][C:25]=1[CH2:34][C:35]#[N:36].CN(C)C=O.[H-].[Na+]. Given the product [CH3:33][O:32][CH2:31][O:30][C:27]1[CH:28]=[CH:29][C:24]([O:23][CH2:2][C:3]2[CH:22]=[CH:21][C:6]([O:7][CH2:8][C:9]3[N:10]=[C:11]([C:15]4[CH:20]=[CH:19][CH:18]=[CH:17][CH:16]=4)[O:12][C:13]=3[CH3:14])=[CH:5][CH:4]=2)=[C:25]([CH2:34][C:35]#[N:36])[CH:26]=1, predict the reactants needed to synthesize it. (3) Given the product [CH2:7]([NH:6][S:10]([C:13]1[CH:14]=[C:15]2[C:19](=[CH:20][CH:21]=1)[NH:18][C:17](=[O:22])[C:16]2=[O:23])(=[O:12])=[O:11])[C:8]1[CH:26]=[CH:25][CH:3]=[CH:5][CH:9]=1, predict the reactants needed to synthesize it. The reactants are: CO[C:3]([C@@H:5]1[CH2:9][CH2:8][CH2:7][N:6]1[S:10]([C:13]1[CH:14]=[C:15]2[C:19](=[CH:20][CH:21]=1)[NH:18][C:17](=[O:22])[C:16]2=[O:23])(=[O:12])=[O:11])=O.N1CCC[C@H:25]1[C:26](OC)=O.C(NS(C1C=C2C(=CC=1)NC(=O)C2=O)(=O)=O)CC. (4) Given the product [F:1][C:2]1[CH:3]=[C:4]([N:17]2[CH2:21][C@H:20]([CH2:22][NH:23][C:24](=[S:37])[CH3:25])[O:19][C:18]2=[O:27])[CH:5]=[CH:6][C:7]=1[CH:8]1[CH2:13][CH2:12][S:11](=[O:15])(=[O:14])[N:10]([CH3:16])[CH2:9]1, predict the reactants needed to synthesize it. The reactants are: [F:1][C:2]1[CH:3]=[C:4]([N:17]2[CH2:21][C@H:20]([CH2:22][NH:23][C:24](=O)[CH3:25])[O:19][C:18]2=[O:27])[CH:5]=[CH:6][C:7]=1[CH:8]1[CH2:13][CH2:12][S:11](=[O:15])(=[O:14])[N:10]([CH3:16])[CH2:9]1.COC1C=CC(P2(SP(C3C=CC(OC)=CC=3)(=S)S2)=[S:37])=CC=1. (5) Given the product [Br:1][C:2]1[CH:42]=[N:41][N:40]([CH2:8][CH2:9][N:10]2[CH2:14][CH2:13][CH2:12][C:11]2=[O:15])[CH:38]=1, predict the reactants needed to synthesize it. The reactants are: [Br:1][C:2]1C=CNN=1.O[CH2:8][CH2:9][N:10]1[CH2:14][CH2:13][CH2:12][C:11]1=[O:15].C1C=CC(P(C2C=CC=CC=2)C2C=CC=CC=2)=CC=1.CCO[C:38](/[N:40]=[N:41]/[C:42](OCC)=O)=O. (6) Given the product [C:1]([C:5]1[S:9]/[C:8](=[N:10]\[C:11]([C:12]2[CH:17]=[C:16]([C:18]([F:20])([F:21])[F:19])[CH:15]=[CH:14][C:13]=2[NH:31][NH:30][C:32]([O:34][C:35]([CH3:38])([CH3:37])[CH3:36])=[O:33])=[O:23])/[N:7]([CH2:24][C@H:25]2[CH2:29][CH2:28][CH2:27][O:26]2)[CH:6]=1)([CH3:3])([CH3:4])[CH3:2], predict the reactants needed to synthesize it. The reactants are: [C:1]([C:5]1[S:9]/[C:8](=[N:10]\[C:11](=[O:23])[C:12]2[CH:17]=[C:16]([C:18]([F:21])([F:20])[F:19])[CH:15]=[CH:14][C:13]=2F)/[N:7]([CH2:24][C@H:25]2[CH2:29][CH2:28][CH2:27][O:26]2)[CH:6]=1)([CH3:4])([CH3:3])[CH3:2].[NH:30]([C:32]([O:34][C:35]([CH3:38])([CH3:37])[CH3:36])=[O:33])[NH2:31].C(=O)([O-])[O-].[K+].[K+]. (7) Given the product [C:13]([O:16][C:17]([CH3:55])([CH3:56])[CH2:18][O:19][C@H:20]1[CH2:25][CH2:24][C@H:23]([N:26]2[C:31](=[O:32])[C:30]([CH2:33][C:34]3[CH:39]=[CH:38][C:37]([C:40]4[CH:45]=[CH:44][CH:43]=[CH:42][C:41]=4[C:46]4[NH:3][C:4](=[O:7])[O:5][N:47]=4)=[CH:36][CH:35]=3)=[C:29]([CH2:48][CH2:49][CH3:50])[N:28]3[N:51]=[C:52]([CH3:54])[N:53]=[C:27]23)[CH2:22][CH2:21]1)(=[O:15])[CH3:14], predict the reactants needed to synthesize it. The reactants are: [Cl-].O[NH3+:3].[C:4](=[O:7])([O-])[OH:5].[Na+].CS(C)=O.[C:13]([O:16][C:17]([CH3:56])([CH3:55])[CH2:18][O:19][C@H:20]1[CH2:25][CH2:24][C@H:23]([N:26]2[C:31](=[O:32])[C:30]([CH2:33][C:34]3[CH:39]=[CH:38][C:37]([C:40]4[CH:45]=[CH:44][CH:43]=[CH:42][C:41]=4[C:46]#[N:47])=[CH:36][CH:35]=3)=[C:29]([CH2:48][CH2:49][CH3:50])[N:28]3[N:51]=[C:52]([CH3:54])[N:53]=[C:27]23)[CH2:22][CH2:21]1)(=[O:15])[CH3:14]. (8) Given the product [C:1]([NH:5][S:6]([C:9]1[CH:14]=[CH:13][CH:12]=[C:11]([C:15]2[N:23]3[C:18]([CH:19]=[N:20][C:21]([NH:25][C:26]4[CH:31]=[CH:30][CH:29]=[C:28]([CH:32]5[C:33](=[O:40])[N:34]([CH3:39])[CH2:35][CH2:36][N:37]5[CH3:38])[CH:27]=4)=[N:22]3)=[CH:17][CH:16]=2)[CH:10]=1)(=[O:8])=[O:7])([CH3:4])([CH3:3])[CH3:2], predict the reactants needed to synthesize it. The reactants are: [C:1]([NH:5][S:6]([C:9]1[CH:14]=[CH:13][CH:12]=[C:11]([C:15]2[N:23]3[C:18]([CH:19]=[N:20][C:21](O)=[N:22]3)=[CH:17][CH:16]=2)[CH:10]=1)(=[O:8])=[O:7])([CH3:4])([CH3:3])[CH3:2].[NH2:25][C:26]1[CH:27]=[C:28]([CH:32]2[N:37]([CH3:38])[CH2:36][CH2:35][N:34]([CH3:39])[C:33]2=[O:40])[CH:29]=[CH:30][CH:31]=1. (9) Given the product [CH3:1][O:2][C:3]1[CH:8]=[CH:7][C:6]([CH2:17][C:16]([C:12]2[CH:11]=[C:10]([CH3:19])[CH:15]=[CH:14][CH:13]=2)=[O:18])=[CH:5][CH:4]=1, predict the reactants needed to synthesize it. The reactants are: [CH3:1][O:2][C:3]1[CH:8]=[CH:7][C:6](Cl)=[CH:5][CH:4]=1.[C:10]1([CH3:19])[CH:15]=[CH:14][CH:13]=[C:12]([C:16](=[O:18])[CH3:17])[CH:11]=1.P. (10) Given the product [OH:22][B:23]1[C:2]2[CH:7]=[CH:6][C:5]([O:8][CH3:9])=[CH:4][C:3]=2[CH2:10][O:11]1, predict the reactants needed to synthesize it. The reactants are: Br[C:2]1[CH:7]=[CH:6][C:5]([O:8][CH3:9])=[CH:4][C:3]=1[CH2:10][O:11]COC.FC1C=CC2[B:23](O)[O:22]CC=2C=1.